Dataset: Forward reaction prediction with 1.9M reactions from USPTO patents (1976-2016). Task: Predict the product of the given reaction. (1) Given the reactants [C:1]([O:5][C:6]([NH:8][C:9]1[C:14]([C:15](O)=[O:16])=[C:13]([O:18][CH3:19])[C:12]([CH2:20][N:21]2[CH2:26][CH2:25][O:24][CH2:23][CH2:22]2)=[C:11]([O:27][CH3:28])[CH:10]=1)=[O:7])([CH3:4])([CH3:3])[CH3:2].Cl.C[N:31](C)CCCN=C=NCC.C1C=CC2N(O)N=NC=2C=1.C(N(CC)CC)C.N, predict the reaction product. The product is: [C:1]([O:5][C:6](=[O:7])[NH:8][C:9]1[CH:10]=[C:11]([O:27][CH3:28])[C:12]([CH2:20][N:21]2[CH2:22][CH2:23][O:24][CH2:25][CH2:26]2)=[C:13]([O:18][CH3:19])[C:14]=1[C:15](=[O:16])[NH2:31])([CH3:4])([CH3:3])[CH3:2]. (2) Given the reactants [C:1]1([C@H:7]([O:9][C:10](=[O:24])[NH:11][C:12]2[N:13]=[CH:14][O:15][C:16]=2[C:17]2[CH:22]=[CH:21][C:20](Br)=[CH:19][CH:18]=2)[CH3:8])[CH:6]=[CH:5][CH:4]=[CH:3][CH:2]=1.[CH2:25]([O:27][C:28]([C:30]1([C:33]2[CH:38]=[CH:37][C:36](B3OC(C)(C)C(C)(C)O3)=[CH:35][CH:34]=2)[CH2:32][CH2:31]1)=[O:29])[CH3:26], predict the reaction product. The product is: [CH2:25]([O:27][C:28]([C:30]1([C:33]2[CH:38]=[CH:37][C:36]([C:20]3[CH:21]=[CH:22][C:17]([C:16]4[O:15][CH:14]=[N:13][C:12]=4[NH:11][C:10]([O:9][C@@H:7]([C:1]4[CH:6]=[CH:5][CH:4]=[CH:3][CH:2]=4)[CH3:8])=[O:24])=[CH:18][CH:19]=3)=[CH:35][CH:34]=2)[CH2:31][CH2:32]1)=[O:29])[CH3:26].